From a dataset of Full USPTO retrosynthesis dataset with 1.9M reactions from patents (1976-2016). Predict the reactants needed to synthesize the given product. (1) Given the product [O:25]=[S:2]1(=[O:1])[N:9]([C:10]2[C:11]([Cl:18])=[CH:12][C:13]([Cl:17])=[CH:14][C:15]=2[Cl:16])[CH2:8][C:5]2([CH2:6][CH2:7]2)[CH2:4][N:3]1[CH2:19][C:20]([OH:22])=[O:21], predict the reactants needed to synthesize it. The reactants are: [O:1]=[S:2]1(=[O:25])[N:9]([C:10]2[C:15]([Cl:16])=[CH:14][C:13]([Cl:17])=[CH:12][C:11]=2[Cl:18])[CH2:8][C:5]2([CH2:7][CH2:6]2)[CH2:4][N:3]1[CH2:19][C:20]([O:22]CC)=[O:21].C(OCC)(=O)C.Cl. (2) Given the product [CH3:7][O:8][C:9]1[C:10]([CH3:24])=[C:11]([CH3:23])[C:12]([O:21][CH3:22])=[C:13]([CH3:20])[C:14]=1[CH2:15][CH2:16][NH2:17], predict the reactants needed to synthesize it. The reactants are: [H-].[Al+3].[Li+].[H-].[H-].[H-].[CH3:7][O:8][C:9]1[C:14]([CH:15]=[CH:16][N+:17]([O-])=O)=[C:13]([CH3:20])[C:12]([O:21][CH3:22])=[C:11]([CH3:23])[C:10]=1[CH3:24].[OH-].[Na+].